From a dataset of Catalyst prediction with 721,799 reactions and 888 catalyst types from USPTO. Predict which catalyst facilitates the given reaction. (1) Reactant: C[Si]([N-][Si](C)(C)C)(C)C.[Na+].[CH:11]1([SH:16])[CH2:15][CH2:14][CH2:13][CH2:12]1.Cl[C:18]1[N:22]([C:23]2[CH:28]=[CH:27][C:26]([C:29]([O:31][CH3:32])=[O:30])=[CH:25][CH:24]=2)[N:21]=[CH:20][C:19]=1[C:33]([O:35][C:36]([CH3:39])([CH3:38])[CH3:37])=[O:34]. Product: [CH:11]1([S:16][C:18]2[N:22]([C:23]3[CH:28]=[CH:27][C:26]([C:29]([O:31][CH3:32])=[O:30])=[CH:25][CH:24]=3)[N:21]=[CH:20][C:19]=2[C:33]([O:35][C:36]([CH3:39])([CH3:38])[CH3:37])=[O:34])[CH2:15][CH2:14][CH2:13][CH2:12]1. The catalyst class is: 31. (2) Reactant: P(Cl)(Cl)(Cl)(Cl)[Cl:2].C([O:9][C:10](=O)[NH:11][CH:12]([C:19]1[CH:24]=[CH:23][C:22]([C:25]#[N:26])=[CH:21][C:20]=1[F:27])NC(=O)OCC)C. Product: [Cl:2][CH:12]([N:11]=[C:10]=[O:9])[C:19]1[CH:24]=[CH:23][C:22]([C:25]#[N:26])=[CH:21][C:20]=1[F:27]. The catalyst class is: 11. (3) Reactant: F[C:2]1[CH:7]=[CH:6][C:5]([C:8]([F:11])([F:10])[F:9])=[CH:4][N:3]=1.[OH:12][C:13]1[CH:14]=[C:15]2[C:20](=[CH:21][CH:22]=1)[N:19]=[C:18]([C:23]([O:25][CH3:26])=[O:24])[CH:17]=[CH:16]2.C(=O)([O-])[O-].[Cs+].[Cs+].CN(C)C=O. Product: [F:9][C:8]([F:11])([F:10])[C:5]1[CH:6]=[CH:7][C:2]([O:12][C:13]2[CH:14]=[C:15]3[C:20](=[CH:21][CH:22]=2)[N:19]=[C:18]([C:23]([O:25][CH3:26])=[O:24])[CH:17]=[CH:16]3)=[N:3][CH:4]=1. The catalyst class is: 6. (4) Reactant: [NH2:1][C:2]1[N:7]=[CH:6][C:5]([C:8]([N:10]=[S:11]([CH2:14][CH2:15][CH2:16][CH2:17][C:18]([O:20][CH3:21])=[O:19])([CH3:13])=[O:12])=[O:9])=[CH:4][C:3]=1[C:22]#[C:23][C:24]1[CH:29]=[CH:28][CH:27]=[C:26]([NH2:30])[CH:25]=1.[F:31][C:32]1[CH:37]=[CH:36][C:35]([CH3:38])=[CH:34][C:33]=1[N:39]=[C:40]=[O:41]. Product: [NH2:1][C:2]1[N:7]=[CH:6][C:5]([C:8]([N:10]=[S:11]([CH2:14][CH2:15][CH2:16][CH2:17][C:18]([O:20][CH3:21])=[O:19])([CH3:13])=[O:12])=[O:9])=[CH:4][C:3]=1[C:22]#[C:23][C:24]1[CH:29]=[CH:28][CH:27]=[C:26]([NH:30][C:40]([NH:39][C:33]2[CH:34]=[C:35]([CH3:38])[CH:36]=[CH:37][C:32]=2[F:31])=[O:41])[CH:25]=1. The catalyst class is: 31.